This data is from NCI-60 drug combinations with 297,098 pairs across 59 cell lines. The task is: Regression. Given two drug SMILES strings and cell line genomic features, predict the synergy score measuring deviation from expected non-interaction effect. (1) Drug 1: CCCS(=O)(=O)NC1=C(C(=C(C=C1)F)C(=O)C2=CNC3=C2C=C(C=N3)C4=CC=C(C=C4)Cl)F. Drug 2: CC1=CC=C(C=C1)C2=CC(=NN2C3=CC=C(C=C3)S(=O)(=O)N)C(F)(F)F. Cell line: M14. Synergy scores: CSS=33.6, Synergy_ZIP=0.489, Synergy_Bliss=-0.381, Synergy_Loewe=-26.4, Synergy_HSA=-1.00. (2) Drug 1: C1=NC2=C(N=C(N=C2N1C3C(C(C(O3)CO)O)O)F)N. Drug 2: CC(C)NC(=O)C1=CC=C(C=C1)CNNC.Cl. Cell line: RPMI-8226. Synergy scores: CSS=-8.56, Synergy_ZIP=3.52, Synergy_Bliss=-2.38, Synergy_Loewe=-7.89, Synergy_HSA=-9.26. (3) Drug 1: CC12CCC(CC1=CCC3C2CCC4(C3CC=C4C5=CN=CC=C5)C)O. Drug 2: C1CCC(C(C1)N)N.C(=O)(C(=O)[O-])[O-].[Pt+4]. Cell line: NCI-H522. Synergy scores: CSS=15.0, Synergy_ZIP=-2.75, Synergy_Bliss=2.49, Synergy_Loewe=2.35, Synergy_HSA=2.65. (4) Drug 1: CC12CCC3C(C1CCC2O)C(CC4=C3C=CC(=C4)O)CCCCCCCCCS(=O)CCCC(C(F)(F)F)(F)F. Drug 2: C1C(C(OC1N2C=NC(=NC2=O)N)CO)O. Cell line: M14. Synergy scores: CSS=-0.223, Synergy_ZIP=-1.36, Synergy_Bliss=-1.90, Synergy_Loewe=-5.84, Synergy_HSA=-2.27. (5) Drug 1: C1=CC(=CC=C1CC(C(=O)O)N)N(CCCl)CCCl.Cl. Drug 2: C1C(C(OC1N2C=NC3=C(N=C(N=C32)Cl)N)CO)O. Cell line: SK-MEL-2. Synergy scores: CSS=4.42, Synergy_ZIP=-0.213, Synergy_Bliss=2.91, Synergy_Loewe=-4.24, Synergy_HSA=-0.650. (6) Synergy scores: CSS=25.7, Synergy_ZIP=-24.6, Synergy_Bliss=-37.0, Synergy_Loewe=-37.7, Synergy_HSA=-36.1. Drug 2: C1=CC(=CC=C1C#N)C(C2=CC=C(C=C2)C#N)N3C=NC=N3. Cell line: HL-60(TB). Drug 1: C1=C(C(=O)NC(=O)N1)F. (7) Drug 1: C1C(C(OC1N2C=C(C(=O)NC2=O)F)CO)O. Drug 2: C1=NC2=C(N=C(N=C2N1C3C(C(C(O3)CO)O)O)F)N. Cell line: SK-MEL-28. Synergy scores: CSS=8.88, Synergy_ZIP=-3.77, Synergy_Bliss=2.48, Synergy_Loewe=-6.71, Synergy_HSA=-1.84. (8) Drug 2: C1C(C(OC1N2C=NC(=NC2=O)N)CO)O. Synergy scores: CSS=11.9, Synergy_ZIP=3.44, Synergy_Bliss=6.93, Synergy_Loewe=4.02, Synergy_HSA=6.59. Drug 1: C1CN1P(=S)(N2CC2)N3CC3. Cell line: HOP-62. (9) Drug 1: CC1C(C(CC(O1)OC2CC(CC3=C2C(=C4C(=C3O)C(=O)C5=C(C4=O)C(=CC=C5)OC)O)(C(=O)CO)O)N)O. Drug 2: CNC(=O)C1=NC=CC(=C1)OC2=CC=C(C=C2)NC(=O)NC3=CC(=C(C=C3)Cl)C(F)(F)F. Cell line: OVCAR3. Synergy scores: CSS=51.6, Synergy_ZIP=-5.28, Synergy_Bliss=-9.63, Synergy_Loewe=-26.0, Synergy_HSA=-13.0. (10) Drug 1: C1=CC(=CC=C1CCC2=CNC3=C2C(=O)NC(=N3)N)C(=O)NC(CCC(=O)O)C(=O)O. Drug 2: CCC1=CC2CC(C3=C(CN(C2)C1)C4=CC=CC=C4N3)(C5=C(C=C6C(=C5)C78CCN9C7C(C=CC9)(C(C(C8N6C)(C(=O)OC)O)OC(=O)C)CC)OC)C(=O)OC.C(C(C(=O)O)O)(C(=O)O)O. Cell line: KM12. Synergy scores: CSS=56.6, Synergy_ZIP=-1.53, Synergy_Bliss=-0.795, Synergy_Loewe=-12.0, Synergy_HSA=3.53.